From a dataset of Reaction yield outcomes from USPTO patents with 853,638 reactions. Predict the reaction yield, written as a fraction of the theoretical maximum amount of product (1.0 means a 100% yield; for example, 0.34 means a 34% yield). The reactants are [Br:1][C:2]1[CH:27]=[CH:26][C:5]([CH2:6][CH:7]2[CH2:12][CH2:11][N:10]([CH2:13][CH2:14][C:15]3[CH:16]=[C:17]4[C:22](=[CH:23][CH:24]=3)[O:21][CH2:20][CH2:19][C:18]4=[O:25])[CH2:9][CH2:8]2)=[CH:4][C:3]=1[O:28][CH2:29][CH2:30][O:31][CH3:32].O.[C:34]1([S:40]([OH:43])(=[O:42])=[O:41])[CH:39]=[CH:38][CH:37]=[CH:36][CH:35]=1. No catalyst specified. The product is [C:34]1([S:40]([OH:43])(=[O:42])=[O:41])[CH:39]=[CH:38][CH:37]=[CH:36][CH:35]=1.[Br:1][C:2]1[CH:27]=[CH:26][C:5]([CH2:6][CH:7]2[CH2:12][CH2:11][N:10]([CH2:13][CH2:14][C:15]3[CH:16]=[C:17]4[C:22](=[CH:23][CH:24]=3)[O:21][CH2:20][CH2:19][C:18]4=[O:25])[CH2:9][CH2:8]2)=[CH:4][C:3]=1[O:28][CH2:29][CH2:30][O:31][CH3:32]. The yield is 0.880.